Dataset: Reaction yield outcomes from USPTO patents with 853,638 reactions. Task: Predict the reaction yield, written as a fraction of the theoretical maximum amount of product (1.0 means a 100% yield; for example, 0.34 means a 34% yield). (1) The reactants are [H-].[Na+].COP([CH2:9][C:10]([O:12][CH3:13])=[O:11])(OC)=O.[CH3:14][Si:15]([CH3:27])([CH3:26])[C:16]#[C:17][C:18]#[C:19][CH2:20][CH2:21]/[CH:22]=[CH:23]/[CH:24]=O. The catalyst is C1COCC1. The product is [CH3:14][Si:15]([CH3:26])([CH3:27])[C:16]#[C:17][C:18]#[C:19][CH2:20][CH2:21]/[CH:22]=[CH:23]/[CH:24]=[CH:9]/[C:10]([O:12][CH3:13])=[O:11]. The yield is 0.380. (2) The reactants are Cl[C:2]1[CH:7]=[C:6]([Cl:8])[N:5]=[C:4]([C:9]([OH:11])=[O:10])[N:3]=1.[F:12][C:13]1[CH:34]=[CH:33][C:16]([O:17][C:18]2[CH:23]=[CH:22][C:21](B3OC(C)(C)C(C)(C)O3)=[CH:20][CH:19]=2)=[CH:15][CH:14]=1.[C:35]([O-])([O-])=O.[Na+].[Na+]. The catalyst is O1CCOCC1.C1C=CC(P(C2C=CC=CC=2)[C-]2C=CC=C2)=CC=1.C1C=CC(P(C2C=CC=CC=2)[C-]2C=CC=C2)=CC=1.Cl[Pd]Cl.[Fe+2]. The product is [Cl:8][C:6]1[CH:7]=[C:2]([C:21]2[CH:20]=[CH:19][C:18]([O:17][C:16]3[CH:15]=[CH:14][C:13]([F:12])=[CH:34][CH:33]=3)=[CH:23][CH:22]=2)[N:3]=[C:4]([C:9]([O:11][CH3:35])=[O:10])[N:5]=1. The yield is 0.350.